This data is from Experimentally validated miRNA-target interactions with 360,000+ pairs, plus equal number of negative samples. The task is: Binary Classification. Given a miRNA mature sequence and a target amino acid sequence, predict their likelihood of interaction. (1) The miRNA is mmu-miR-6951-3p with sequence CUUUUUUCUUCACAAAUACAG. The protein sequence of the target gene is MDIYDTQTLGVVVFGGFMVVSAIGIFLVSTFSMKETSYEEALANQRKEMAKTHHQKVEKKKKEKTVEKKGKTKKKEEKPNGKIPDHDPAPNVTVLLREPVRAPAVAVAPTPVQPPIIVAPVATVPAMPQEKLASSPKDKKKKEKKVAKVEPAVSSVVNSIQVLTSKAAILETAPKEVPMVVVPPVGAKGNTPATGTTQGKKAEGTQNQSKKAEGAPNQGRKAEGTPNQGKKTEGTPNQGKKAEGTPNQGKKAEGTPNQGKKAEGAQNQGKKVDTTPNQGKKVEGAPTQGRKAEGAQNQAK.... Result: 0 (no interaction). (2) The miRNA is cel-miR-1828 with sequence ACUGGAAGCAUUUAAGUGAUAGU. The protein sequence of the target gene is MALCALTRALRSLNLAPPTVAAPAPSLFPAAQMMNNGLLQQPSALMLLPCRPVLTSVALNANFVSWKSRTKYTITPVKMRKSGGRDHTGRIRVHGIGGGHKQRYRMIDFLRFRPEETKSGPFEEKVIQVRYDPCRSADIALVAGGSRKRWIIATENMQAGDTILNSNHIGRMAVAAREGDAHPLGALPVGTLINNVESEPGRGAQYIRAAGTCGVLLRKVNGTAIIQLPSKRQMQVLETCVATVGRVSNVDHNKRVIGKAGRNRWLGKRPNSGRWHRKGGWAGRKIRPLPPMKSYVKLPS.... Result: 0 (no interaction). (3) The miRNA is hsa-miR-1323 with sequence UCAAAACUGAGGGGCAUUUUCU. The protein sequence of the target gene is MAAAVAAAPGALGSLHAGGARLVAACSAWLCPGLRLPGSLAGRRAGPAIWAQGWVPAAGGPAPKRGYSSEMKTEDELRVRHLEEENRGIVVLGINRAYGKNSLSKNLIKMLSKAVDALKSDKKVRTIIIRSEVPGIFCAGADLKERAKMSSSEVGPFVSKIRAVINDIANLPVPTIAAIDGLALGGGLELALACDIRVAASSAKMGLVETKLAIIPGGGGTQRLPRAIGMSLAKELIFSARVLDGKEAKAVGLISHVLEQNQEGDAAYRKALDLAREFLPQGPVAMRVAKLAINQGMEVD.... Result: 0 (no interaction). (4) The miRNA is dme-miR-12-5p with sequence UGAGUAUUACAUCAGGUACUGGU. The protein sequence of the target gene is MSMILSASVIRVRDGLPLSASTDYEQSTGMQECRKYFKMLSRKLAQLPDRCTLKTGHYNINFISSLGVSYMMLCTENYPNVLAFSFLDELQKEFITTYNMMKTNTAVRPYCFIEFDNFIQRTKQRYNNPRSLSTKINLSDMQTEIKLRPPYQISMCELGSANGVTSAFSVDCKGAGKISSAHQRLEPATLSGIVGFILSLLCGALNLIRGFHAIESLLQSDGDDFNYIIAFFLGTAACLYQCYLLVYYTGWRNVKSFLTFGLICLCNMYLYELRNLWQLFFHVTVGAFVTLQIWLRQAQG.... Result: 0 (no interaction). (5) The miRNA is hsa-miR-548as-5p with sequence AAAAGUAAUUGCGGGUUUUGCC. The protein sequence of the target gene is MCVRRSLVGLTFCTCYLASYLTNKYVLSVLKFTYPTLFQGWQTLIGGLLLHVSWKLGWVEINSSSRSHVLVWLPASVLFVGIIYAGSRALSRLAIPVFLTLHNVAEVIICGYQKCFQKEKTSPAKICSALLLLAAAGCLPFNDSQFNPDGYFWAIIHLLCVGAYKILQKSQKPSALSDIDQQYLNYIFSVVLLAFASHPTGDLFSVLDFPFLYFYRFHGSCCASGFLGFFLMFSTVKLKNLLAPGQCAAWIFFAKIITAGLSILLFDAILTSATTGCLLLGALGEALLVFSERKSS. Result: 1 (interaction). (6) The miRNA is hsa-miR-373-5p with sequence ACUCAAAAUGGGGGCGCUUUCC. The protein sequence of the target gene is MPSKGPLQSVQVFGRKKTATAVAHCKRGNGLIKVNGRPLEMIEPRTLQYKLLEPVLLLGKERFAGVDIRVRVKGGGHVAQIYAIRQSISKALVAYYQKYVDEASKKEIKDILIQYDRTLLVADPRRCESKKFGGPGARARYQKSYR. Result: 1 (interaction). (7) The miRNA is hsa-miR-4742-5p with sequence UCAGGCAAAGGGAUAUUUACAGA. The protein sequence of the target gene is MGALRPTLLPPSLPLLLLLMLGMGCWAREVLVPEGPLYRVAGTAVSISCNVTGYEGPAQQNFEWFLYRPEAPDTALGIVSTKDTQFSYAVFKSRVVAGEVQVQRLQGDAVVLKIARLQAQDAGIYECHTPSTDTRYLGSYSGKVELRVLPDVLQVSAAPPGPRGRQAPTSPPRMTVHEGQELALGCLARTSTQKHTHLAVSFGRSVPEAPVGRSTLQEVVGIRSDLAVEAGAPYAERLAAGELRLGKEGTDRYRMVVGGAQAGDAGTYHCTAAEWIQDPDGSWAQIAEKRAVLAHVDVQT.... Result: 1 (interaction).